This data is from Full USPTO retrosynthesis dataset with 1.9M reactions from patents (1976-2016). The task is: Predict the reactants needed to synthesize the given product. (1) Given the product [CH3:23][C:13]1[S:14][C:15]([C:16]2[CH:17]=[C:18]([CH3:22])[CH:19]=[CH:20][CH:21]=2)=[C:11]([C:9]([N:8]2[CH2:7][C@@H:6]3[C@@H:4]([CH2:5]3)[C@H:3]2[CH2:2][NH:1][C:30]([C:28]2[N:29]=[C:25]([CH3:24])[S:26][CH:27]=2)=[O:31])=[O:10])[N:12]=1, predict the reactants needed to synthesize it. The reactants are: [NH2:1][CH2:2][C@H:3]1[N:8]([C:9]([C:11]2[N:12]=[C:13]([CH3:23])[S:14][C:15]=2[C:16]2[CH:17]=[C:18]([CH3:22])[CH:19]=[CH:20][CH:21]=2)=[O:10])[CH2:7][C@@H:6]2[C@H:4]1[CH2:5]2.[CH3:24][C:25]1[S:26][CH:27]=[C:28]([C:30](O)=[O:31])[N:29]=1. (2) Given the product [Cl:1][C:2]1[C:7]([C:8]2([CH3:17])[CH2:10][CH2:9]2)=[CH:6][C:5]([NH:11][C:12](=[O:14])[CH3:13])=[C:4]([O:15][CH3:16])[CH:3]=1, predict the reactants needed to synthesize it. The reactants are: [Cl:1][C:2]1[C:7]([C:8]([CH3:10])=[CH2:9])=[CH:6][C:5]([NH:11][C:12](=[O:14])[CH3:13])=[C:4]([O:15][CH3:16])[CH:3]=1.[CH2:17](I)I.[Zn](CC)CC.